From a dataset of Full USPTO retrosynthesis dataset with 1.9M reactions from patents (1976-2016). Predict the reactants needed to synthesize the given product. (1) Given the product [CH2:8]([O:12][C:13]1[N:21]=[C:20]2[C:16]([N:17]=[C:18]([O:22][CH3:23])[N:19]2[CH2:26][CH2:27][CH2:28][CH2:29][CH:30]2[CH2:35][CH2:34][CH2:33][O:32][CH2:31]2)=[C:15]([NH2:24])[N:14]=1)[CH2:9][CH2:10][CH3:11], predict the reactants needed to synthesize it. The reactants are: FC(F)(F)C(O)=O.[CH2:8]([O:12][C:13]1[NH:14][C:15]([NH2:24])=[C:16]2[C:20]([N:21]=1)=[N:19][C:18]([O:22][CH3:23])=[N:17]2)[CH2:9][CH2:10][CH3:11].Br[CH2:26][CH2:27][CH2:28][CH2:29][CH:30]1[CH2:35][CH2:34][CH2:33][O:32][CH2:31]1. (2) Given the product [CH2:1]([O:5][C:6]([N:8]1[CH2:11][CH:10]([NH2:12])[CH2:9]1)=[O:7])[CH2:2][CH2:3][CH3:4], predict the reactants needed to synthesize it. The reactants are: [CH2:1]([O:5][C:6]([N:8]1[CH2:11][CH:10]([NH:12]C(OCC2C=CC=CC=2)=O)[CH2:9]1)=[O:7])[CH2:2][CH2:3][CH3:4]. (3) The reactants are: FC(F)(F)C(O)=O.[CH3:8][C@@H:9]([C:16]([OH:18])=[O:17])[CH2:10][C@@H:11]([C:13]([OH:15])=[O:14])[NH2:12].Cl[C:20]([O:22][CH2:23][C:24]1[CH:29]=[CH:28][CH:27]=[CH:26][CH:25]=1)=[O:21].Cl. Given the product [CH2:23]([O:22][C:20]([NH:12][C@H:11]([C:13]([OH:15])=[O:14])[CH2:10][C@@H:9]([CH3:8])[C:16]([OH:18])=[O:17])=[O:21])[C:24]1[CH:29]=[CH:28][CH:27]=[CH:26][CH:25]=1, predict the reactants needed to synthesize it. (4) Given the product [CH3:12][C:11]1[O:10][C:9]([C:13]2[CH:18]=[CH:17][CH:16]=[CH:15][CH:14]=2)=[N:8][C:7]=1[CH2:6][O:5][C:4]1[CH:19]=[CH:20][CH:21]=[CH:22][C:3]=1[CH2:2][O:23][C:24]1[CH:29]=[CH:28][CH:27]=[CH:26][C:25]=1[CH2:30][C:31]([O:33][CH3:34])=[O:32], predict the reactants needed to synthesize it. The reactants are: Cl[CH2:2][C:3]1[CH:22]=[CH:21][CH:20]=[CH:19][C:4]=1[O:5][CH2:6][C:7]1[N:8]=[C:9]([C:13]2[CH:18]=[CH:17][CH:16]=[CH:15][CH:14]=2)[O:10][C:11]=1[CH3:12].[OH:23][C:24]1[CH:29]=[CH:28][CH:27]=[CH:26][C:25]=1[CH2:30][C:31]([O:33][CH3:34])=[O:32].CN(C)C=O.[H-].[Na+].